From a dataset of Full USPTO retrosynthesis dataset with 1.9M reactions from patents (1976-2016). Predict the reactants needed to synthesize the given product. Given the product [Cl:14][C:10]1[C:11]([S:2][CH3:1])=[N:12][C:7]([CH:4]2[CH2:6][CH2:5]2)=[N:8][C:9]=1[C:15]([O:17][CH3:18])=[O:16], predict the reactants needed to synthesize it. The reactants are: [CH3:1][S-:2].[Na+].[CH:4]1([C:7]2[N:12]=[C:11](Cl)[C:10]([Cl:14])=[C:9]([C:15]([O:17][CH3:18])=[O:16])[N:8]=2)[CH2:6][CH2:5]1.